Task: Predict the reactants needed to synthesize the given product.. Dataset: Full USPTO retrosynthesis dataset with 1.9M reactions from patents (1976-2016) (1) Given the product [CH2:1]([O:3][C:4]([C:6]1[C:7]([CH3:26])=[C:8]([C:19]([O:21][C:22]([CH3:25])([CH3:24])[CH3:23])=[O:20])[NH:9][C:10]=1[CH2:11][CH2:12][CH2:13][NH:27][CH2:28][C@H:29]([OH:37])[CH2:30][N:31]1[CH2:32][CH2:33][O:34][CH2:35][CH2:36]1)=[O:5])[CH3:2], predict the reactants needed to synthesize it. The reactants are: [CH2:1]([O:3][C:4]([C:6]1[C:7]([CH3:26])=[C:8]([C:19]([O:21][C:22]([CH3:25])([CH3:24])[CH3:23])=[O:20])[NH:9][C:10]=1[CH2:11][CH2:12][CH2:13]OS(C)(=O)=O)=[O:5])[CH3:2].[NH2:27][CH2:28][C@H:29]([OH:37])[CH2:30][N:31]1[CH2:36][CH2:35][O:34][CH2:33][CH2:32]1. (2) Given the product [CH:39]([OH:41])=[O:40].[Cl:27][C:23]1[CH:22]=[C:21]([N:20]2[C:16]([C:12]3[CH:13]=[CH:14][CH:15]=[C:10]([O:9][CH2:8][CH2:7][CH2:6][NH:38][CH2:36][CH3:37])[CH:11]=3)=[CH:17][C:18]([C:28]([N:30]3[CH2:34][C:33](=[O:35])[NH:32][CH2:31]3)=[O:29])=[N:19]2)[CH:26]=[CH:25][CH:24]=1, predict the reactants needed to synthesize it. The reactants are: CS(O[CH2:6][CH2:7][CH2:8][O:9][C:10]1[CH:15]=[CH:14][CH:13]=[C:12]([C:16]2[N:20]([C:21]3[CH:26]=[CH:25][CH:24]=[C:23]([Cl:27])[CH:22]=3)[N:19]=[C:18]([C:28]([N:30]3[CH2:34][C:33](=[O:35])[NH:32][CH2:31]3)=[O:29])[CH:17]=2)[CH:11]=1)(=O)=O.[CH2:36]([NH2:38])[CH3:37].[CH:39]([OH:41])=[O:40].ClC1C=C(N2C(C3C=CC=C(OCCCN(C)C)C=3)=CC(C(N3CC(=O)NC3)=O)=N2)C=CC=1. (3) The reactants are: [F:1][C:2]1[CH:3]=[C:4]([CH:14]([NH:16][C:17]([C:19]2[N:20]=[C:21](Cl)[O:22][CH:23]=2)=[O:18])[CH3:15])[CH:5]=[C:6]([F:13])[C:7]=1[NH:8][S:9]([CH3:12])(=[O:11])=[O:10].[CH:25]([C:28]1[CH:29]=[C:30](B(O)O)[CH:31]=[CH:32][CH:33]=1)([CH3:27])[CH3:26]. Given the product [F:1][C:2]1[CH:3]=[C:4]([CH:14]([NH:16][C:17]([C:19]2[N:20]=[C:21]([C:32]3[CH:31]=[CH:30][CH:29]=[C:28]([CH:25]([CH3:27])[CH3:26])[CH:33]=3)[O:22][CH:23]=2)=[O:18])[CH3:15])[CH:5]=[C:6]([F:13])[C:7]=1[NH:8][S:9]([CH3:12])(=[O:11])=[O:10], predict the reactants needed to synthesize it. (4) Given the product [Cl:8][C:9]1[CH:17]=[CH:16][C:12]([C:13]([NH:58][CH2:59][CH2:60][C@@H:61]([NH:68][C:69](=[O:75])[O:70][C:71]([CH3:73])([CH3:72])[CH3:74])[C:62]2[CH:67]=[CH:66][CH:65]=[CH:64][CH:63]=2)=[O:15])=[CH:11][C:10]=1[NH:18][C:19]([C:21]1[C:32](=[O:33])[NH:31][C:24]2[N:25]=[C:26]([O:29][CH3:30])[N:27]=[CH:28][C:23]=2[CH:22]=1)=[O:20], predict the reactants needed to synthesize it. The reactants are: C(N(CC)CC)C.[Cl:8][C:9]1[CH:17]=[CH:16][C:12]([C:13]([OH:15])=O)=[CH:11][C:10]=1[NH:18][C:19]([C:21]1[C:32](=[O:33])[NH:31][C:24]2[N:25]=[C:26]([O:29][CH3:30])[N:27]=[CH:28][C:23]=2[CH:22]=1)=[O:20].CN(C(ON1N=NC2C=CC=NC1=2)=[N+](C)C)C.F[P-](F)(F)(F)(F)F.[NH2:58][CH2:59][CH2:60][C@@H:61]([NH:68][C:69](=[O:75])[O:70][C:71]([CH3:74])([CH3:73])[CH3:72])[C:62]1[CH:67]=[CH:66][CH:65]=[CH:64][CH:63]=1. (5) Given the product [Br:1][C:2]1[CH:7]=[CH:6][C:5]2[C:8]3[N:9]([CH2:22][CH2:23][O:24][C:4]=2[CH:3]=1)[CH:10]=[C:11]([C:13]1[N:14]([CH:19]([CH3:21])[CH3:20])[N:15]=[C:16]([CH3:18])[N:17]=1)[N:12]=3, predict the reactants needed to synthesize it. The reactants are: [Br:1][C:2]1[CH:7]=[CH:6][C:5]([C:8]2[N:9]([CH2:22][CH2:23][OH:24])[CH:10]=[C:11]([C:13]3[N:14]([CH:19]([CH3:21])[CH3:20])[N:15]=[C:16]([CH3:18])[N:17]=3)[N:12]=2)=[C:4](F)[CH:3]=1.[H-].[Na+]. (6) Given the product [C:13]1(=[C:11]([O:10][CH3:9])[Si:20]([O:27][CH3:26])([CH3:23])[CH3:19])[CH2:18][CH2:17][CH2:16][CH2:15][CH2:14]1, predict the reactants needed to synthesize it. The reactants are: C(NC(C)C)(C)C.[Li].[CH3:9][O:10][C:11]([CH:13]1[CH2:18][CH2:17][CH2:16][CH2:15][CH2:14]1)=O.[CH3:19][Si:20]([CH3:23])(C)Cl.C1C[O:27][CH2:26]C1. (7) Given the product [N:32]1([S:29]([N:5]([CH2:4][C:3]([OH:37])=[O:2])[CH2:6][C:7]2[CH:12]=[CH:11][CH:10]=[C:9]([O:13][CH2:14][CH2:15][C:16]3[N:17]=[C:18]([C:22]4[CH:23]=[CH:24][C:25]([CH3:28])=[CH:26][CH:27]=4)[O:19][C:20]=3[CH3:21])[CH:8]=2)(=[O:30])=[O:31])[CH2:36][CH2:35][CH2:34][CH2:33]1, predict the reactants needed to synthesize it. The reactants are: C[O:2][C:3](=[O:37])[CH2:4][N:5]([S:29]([N:32]1[CH2:36][CH2:35][CH2:34][CH2:33]1)(=[O:31])=[O:30])[CH2:6][C:7]1[CH:12]=[CH:11][CH:10]=[C:9]([O:13][CH2:14][CH2:15][C:16]2[N:17]=[C:18]([C:22]3[CH:27]=[CH:26][C:25]([CH3:28])=[CH:24][CH:23]=3)[O:19][C:20]=2[CH3:21])[CH:8]=1.O.[OH-].[Li+].